From a dataset of Full USPTO retrosynthesis dataset with 1.9M reactions from patents (1976-2016). Predict the reactants needed to synthesize the given product. (1) Given the product [Cl:1][C:2]1[CH:10]=[C:9]([C:18]#[C:17][CH2:16][CH:15]([O:14][CH3:13])[CH3:19])[C:5]2[O:6][CH2:7][O:8][C:4]=2[C:3]=1[NH2:12], predict the reactants needed to synthesize it. The reactants are: [Cl:1][C:2]1[CH:10]=[C:9](I)[C:5]2[O:6][CH2:7][O:8][C:4]=2[C:3]=1[NH2:12].[CH3:13][O:14][CH:15]([CH3:19])[CH2:16][C:17]#[CH:18].C(NC(C)C)(C)C. (2) Given the product [N:31]1([CH2:18][C:17]2[CH:20]=[CH:21][CH:22]=[CH:23][C:16]=2[O:15][C:14]2[CH:13]=[CH:12][C:11]([C:10]3[C:3]4[C:2]([NH2:1])=[N:7][CH:6]=[N:5][C:4]=4[N:8]([CH:26]4[CH2:30][CH2:29][O:28][CH2:27]4)[CH:9]=3)=[CH:25][CH:24]=2)[CH2:36][CH2:35][CH2:34][CH2:33][CH2:32]1, predict the reactants needed to synthesize it. The reactants are: [NH2:1][C:2]1[C:3]2[C:10]([C:11]3[CH:25]=[CH:24][C:14]([O:15][C:16]4[CH:23]=[CH:22][CH:21]=[CH:20][C:17]=4[CH:18]=O)=[CH:13][CH:12]=3)=[CH:9][N:8]([CH:26]3[CH2:30][CH2:29][O:28][CH2:27]3)[C:4]=2[N:5]=[CH:6][N:7]=1.[NH:31]1[CH2:36][CH2:35][CH2:34][CH2:33][CH2:32]1. (3) Given the product [NH:28]1[C:36]2=[N:35][CH:34]=[CH:33][CH:32]=[C:31]2[C:30]([CH:37]=[C:19]2[O:18][C:17]([NH:16][C:11]3[CH:12]=[CH:13][CH:14]=[CH:15][C:10]=3[O:9][CH2:8][CH2:7][N:4]3[CH2:5][CH2:6][O:1][CH2:2][CH2:3]3)=[C:21]([C:22]([O:24][CH2:25][CH3:26])=[O:23])[C:20]2=[O:27])=[CH:29]1, predict the reactants needed to synthesize it. The reactants are: [O:1]1[CH2:6][CH2:5][N:4]([CH2:7][CH2:8][O:9][C:10]2[CH:15]=[CH:14][CH:13]=[CH:12][C:11]=2[NH:16][C:17]2[O:18][CH2:19][C:20](=[O:27])[C:21]=2[C:22]([O:24][CH2:25][CH3:26])=[O:23])[CH2:3][CH2:2]1.[NH:28]1[C:36]2[C:31](=[CH:32][CH:33]=[CH:34][N:35]=2)[C:30]([CH:37]=O)=[CH:29]1.[OH-].[Na+]. (4) Given the product [F:16][C:2]([F:1])([F:15])[C:3]([C:5]1[C:13]2[C:8](=[CH:9][C:10]([Br:14])=[CH:11][CH:12]=2)[N:7]([CH:24]([CH3:26])[CH3:25])[CH:6]=1)=[O:4], predict the reactants needed to synthesize it. The reactants are: [F:1][C:2]([F:16])([F:15])[C:3]([C:5]1[C:13]2[C:8](=[CH:9][C:10]([Br:14])=[CH:11][CH:12]=2)[NH:7][CH:6]=1)=[O:4].C(=O)([O-])[O-].[K+].[K+].I[CH:24]([CH3:26])[CH3:25]. (5) The reactants are: [CH3:1][C:2]([C:5]1[CH:10]=[CH:9][C:8]([CH2:11][N:12]2[C:17](=[O:18])[CH2:16][C:15](=[O:19])[N:14]([CH:20]([CH3:22])[CH3:21])[C:13]2=[O:23])=[CH:7][CH:6]=1)([CH3:4])[CH3:3].C(N(C(C)C)CC)(C)C.[N:33]([CH2:36][C:37]([O:39]CC)=[O:38])=[C:34]=[O:35]. Given the product [CH3:4][C:2]([C:5]1[CH:6]=[CH:7][C:8]([CH2:11][N:12]2[C:17](=[O:18])[C:16]([C:34]([NH:33][CH2:36][C:37]([OH:39])=[O:38])=[O:35])=[C:15]([OH:19])[N:14]([CH:20]([CH3:21])[CH3:22])[C:13]2=[O:23])=[CH:9][CH:10]=1)([CH3:1])[CH3:3], predict the reactants needed to synthesize it. (6) Given the product [OH:20][CH2:19][CH:13]1[O:12][CH:11]([N:8]2[CH:9]=[CH:10][C:3]3[C:2]4[N:7]([CH:22]=[CH:23][N:1]=4)[CH:6]=[N:5][C:4]2=3)[C:15]([CH3:17])([OH:16])[CH:14]1[OH:18], predict the reactants needed to synthesize it. The reactants are: [NH2:1][C:2]1[C:3]2[CH:10]=[CH:9][N:8]([CH:11]3[C:15]([CH3:17])([OH:16])[CH:14]([OH:18])[CH:13]([CH2:19][OH:20])[O:12]3)[C:4]=2[N:5]=[CH:6][N:7]=1.Cl[CH2:22][CH:23]=O. (7) Given the product [F:53][C:2]([F:1])([F:52])[C:3]1[CH:4]=[C:5]([C@H:13]2[O:17][C:16](=[O:18])[N:15]([CH2:19][C:20]3[C:25]([C:26]4[CH:27]=[C:28]([C:34]5[C:35]([CH3:44])=[CH:36][C:37]([C:38]([NH:54][NH2:55])=[O:40])=[CH:41][C:42]=5[CH3:43])[CH:29]=[N:30][C:31]=4[O:32][CH3:33])=[CH:24][N:23]=[C:22]([N:45]4[CH2:46][CH2:47][O:48][CH2:49][CH2:50]4)[N:21]=3)[C@H:14]2[CH3:51])[CH:6]=[C:7]([C:9]([F:11])([F:10])[F:12])[CH:8]=1, predict the reactants needed to synthesize it. The reactants are: [F:1][C:2]([F:53])([F:52])[C:3]1[CH:4]=[C:5]([C@H:13]2[O:17][C:16](=[O:18])[N:15]([CH2:19][C:20]3[C:25]([C:26]4[CH:27]=[C:28]([C:34]5[C:42]([CH3:43])=[CH:41][C:37]([C:38]([OH:40])=O)=[CH:36][C:35]=5[CH3:44])[CH:29]=[N:30][C:31]=4[O:32][CH3:33])=[CH:24][N:23]=[C:22]([N:45]4[CH2:50][CH2:49][O:48][CH2:47][CH2:46]4)[N:21]=3)[C@H:14]2[CH3:51])[CH:6]=[C:7]([C:9]([F:12])([F:11])[F:10])[CH:8]=1.[NH2:54][NH2:55]. (8) Given the product [Cl:1][C:2]1[N:7]=[CH:6][C:5]([CH2:8][N:9]([CH:23]2[CH2:24][CH2:25]2)[CH:10]2[CH2:11][CH2:12][NH:13][CH2:14][CH2:15]2)=[CH:4][CH:3]=1, predict the reactants needed to synthesize it. The reactants are: [Cl:1][C:2]1[N:7]=[CH:6][C:5]([CH2:8][N:9]([CH:23]2[CH2:25][CH2:24]2)[CH:10]2[CH2:15][CH2:14][N:13](C(OC(C)(C)C)=O)[CH2:12][CH2:11]2)=[CH:4][CH:3]=1.C(O)(C(F)(F)F)=O. (9) The reactants are: [C:1]([CH:4]=[CH:5][C:6]1[CH:14]=[CH:13][CH:12]=[CH:11][C:7]=1[C:8]([OH:10])=[O:9])([OH:3])=[O:2]. Given the product [C:1]([CH2:4][CH2:5][C:6]1[CH:14]=[CH:13][CH:12]=[CH:11][C:7]=1[C:8]([OH:10])=[O:9])([OH:3])=[O:2], predict the reactants needed to synthesize it. (10) Given the product [F:1][C:2]1[CH:7]=[C:6]([CH:8]([CH2:28][C:29](=[O:34])[C:30]([CH3:33])([CH3:32])[CH3:31])[C:9]([C:11]2[CH:12]=[CH:13][CH:14]=[CH:15][CH:16]=2)=[O:10])[CH:5]=[CH:4][N:3]=1, predict the reactants needed to synthesize it. The reactants are: [F:1][C:2]1[CH:7]=[C:6]([CH2:8][C:9]([C:11]2[CH:16]=[CH:15][CH:14]=[CH:13][CH:12]=2)=[O:10])[CH:5]=[CH:4][N:3]=1.C[Si]([N-][Si](C)(C)C)(C)C.[Na+].Br[CH2:28][C:29](=[O:34])[C:30]([CH3:33])([CH3:32])[CH3:31].C(OCC)(=O)C.